Dataset: Forward reaction prediction with 1.9M reactions from USPTO patents (1976-2016). Task: Predict the product of the given reaction. (1) Given the reactants [OH:1][C:2]1[CH:7]=[CH:6][C:5]([C:8]([C:10]2[CH:18]=[CH:17][CH:16]=[CH:15][C:11]=2[C:12]([OH:14])=[O:13])=[O:9])=[CH:4][C:3]=1[N+:19]([O-:21])=[O:20].C(=O)([O-])[O-].[Cs+].[Cs+].[CH2:28](Br)[C:29]1[CH:34]=[CH:33][CH:32]=[CH:31][CH:30]=1.C(O)(=O)CC(CC(O)=O)(C(O)=O)O, predict the reaction product. The product is: [OH:1][C:2]1[CH:7]=[CH:6][C:5]([C:8]([C:10]2[CH:18]=[CH:17][CH:16]=[CH:15][C:11]=2[C:12]([O:14][CH2:28][C:29]2[CH:34]=[CH:33][CH:32]=[CH:31][CH:30]=2)=[O:13])=[O:9])=[CH:4][C:3]=1[N+:19]([O-:21])=[O:20]. (2) Given the reactants [Cl:1][C:2]1[CH:3]=[C:4]([NH:19][C:20]2[C:30]3[CH:29]=[C:28]([C:31]([OH:33])=O)[CH2:27][CH2:26][NH:25][C:24]=3[N:23]=[CH:22][N:21]=2)[CH:5]=[CH:6][C:7]=1[O:8][C:9]1[CH:14]=[CH:13][CH:12]=[C:11]([C:15]([F:18])([F:17])[F:16])[CH:10]=1.[NH2:34][CH2:35][CH2:36][OH:37].ON1C2C=CC=CC=2N=N1.Cl.C(N=C=NCCCN(C)C)C, predict the reaction product. The product is: [Cl:1][C:2]1[CH:3]=[C:4]([NH:19][C:20]2[C:30]3[CH:29]=[C:28]([C:31]([NH:34][CH2:35][CH2:36][OH:37])=[O:33])[CH2:27][CH2:26][NH:25][C:24]=3[N:23]=[CH:22][N:21]=2)[CH:5]=[CH:6][C:7]=1[O:8][C:9]1[CH:14]=[CH:13][CH:12]=[C:11]([C:15]([F:17])([F:16])[F:18])[CH:10]=1. (3) The product is: [CH3:26][N:23]1[CH2:22][CH2:21][N:20]([C:18]([C:15]2[CH:14]=[CH:13][C:12]([C:9]3[CH:10]=[CH:11][C:6]4[N:7]([C:3]([C:1]#[C:2][C:28]5[CH:33]=[CH:32][CH:31]=[CH:30][C:29]=5[CH3:34])=[CH:4][N:5]=4)[N:8]=3)=[CH:17][CH:16]=2)=[O:19])[CH2:25][CH2:24]1. Given the reactants [C:1]([C:3]1[N:7]2[N:8]=[C:9]([C:12]3[CH:17]=[CH:16][C:15]([C:18]([N:20]4[CH2:25][CH2:24][N:23]([CH3:26])[CH2:22][CH2:21]4)=[O:19])=[CH:14][CH:13]=3)[CH:10]=[CH:11][C:6]2=[N:5][CH:4]=1)#[CH:2].I[C:28]1[CH:33]=[CH:32][CH:31]=[CH:30][C:29]=1[CH3:34].CCN(CC)CC, predict the reaction product. (4) Given the reactants [CH2:1]([Mg]Br)[CH3:2].[CH3:5][N:6]([CH3:21])[CH2:7][C@H:8]([CH3:20])[C:9]([C:11]1[CH:16]=[CH:15][CH:14]=[C:13]([N+:17]([O-])=O)[CH:12]=1)=[O:10].C1(C)C=CC=CC=1.S([O-])(O)(=O)=O.[NH4+], predict the reaction product. The product is: [NH2:17][C:13]1[CH:12]=[C:11]([C@@:9]([OH:10])([CH2:1][CH3:2])[C@@H:8]([CH3:20])[CH2:7][N:6]([CH3:21])[CH3:5])[CH:16]=[CH:15][CH:14]=1. (5) Given the reactants [F:1][C:2]1[CH:3]=[CH:4][C:5]([C:8]2[C:12]([CH2:13][NH:14][C:15]3[CH:19]=[C:18]([C:20]([OH:22])=O)[N:17]([CH3:23])[N:16]=3)=[C:11]([CH3:24])[O:10][N:9]=2)=[N:6][CH:7]=1.C([O-])(=O)C([O-])=O.[CH2:31]1[C:34]2([CH2:37][NH2+:36][CH2:35]2)[CH2:33][O:32]1.[CH2:31]1[C:34]2([CH2:37][NH2+:36][CH2:35]2)[CH2:33][O:32]1, predict the reaction product. The product is: [F:1][C:2]1[CH:3]=[CH:4][C:5]([C:8]2[C:12]([CH2:13][NH:14][C:15]3[CH:19]=[C:18]([C:20]([N:36]4[CH2:37][C:34]5([CH2:31][O:32][CH2:33]5)[CH2:35]4)=[O:22])[N:17]([CH3:23])[N:16]=3)=[C:11]([CH3:24])[O:10][N:9]=2)=[N:6][CH:7]=1.